From a dataset of Forward reaction prediction with 1.9M reactions from USPTO patents (1976-2016). Predict the product of the given reaction. (1) Given the reactants [OH:1][CH2:2][C@@H:3]1[C@@H:8]([NH:9][C:10](=[O:16])[O:11][C:12]([CH3:15])([CH3:14])[CH3:13])[CH2:7][CH2:6][O:5][CH2:4]1.[Cl:17][C:18]1[CH:19]=[N:20][N:21]([C:23]2[C:28]([F:29])=[CH:27][C:26](O)=[CH:25][C:24]=2[F:31])[CH:22]=1.C1CCN(C(N=NC(N2CCCCC2)=O)=O)CC1.C(P(CCCC)CCCC)CCC, predict the reaction product. The product is: [Cl:17][C:18]1[CH:19]=[N:20][N:21]([C:23]2[C:24]([F:31])=[CH:25][C:26]([O:1][CH2:2][C@@H:3]3[C@@H:8]([NH:9][C:10](=[O:16])[O:11][C:12]([CH3:13])([CH3:15])[CH3:14])[CH2:7][CH2:6][O:5][CH2:4]3)=[CH:27][C:28]=2[F:29])[CH:22]=1. (2) Given the reactants C[O:2][C:3](=[O:46])[CH2:4][C:5]([CH3:45])([CH3:44])[CH2:6][CH2:7][N:8]1[C:21]2[C:13](=[CH:14][C:15]3[CH2:16][O:17][CH2:18][C:19]=3[CH:20]=2)[C@@H:12]([N:22]([CH2:29][C:30]2[CH:35]=[C:34]([C:36]([F:39])([F:38])[F:37])[CH:33]=[C:32]([C:40]([F:43])([F:42])[F:41])[CH:31]=2)[C:23]2[N:24]=[N:25][N:26]([CH3:28])[N:27]=2)[CH2:11][CH2:10][CH2:9]1.[OH-].[Na+].Cl, predict the reaction product. The product is: [F:39][C:36]([F:37])([F:38])[C:34]1[CH:35]=[C:30]([CH:31]=[C:32]([C:40]([F:41])([F:42])[F:43])[CH:33]=1)[CH2:29][N:22]([C:23]1[N:24]=[N:25][N:26]([CH3:28])[N:27]=1)[C@@H:12]1[C:13]2=[CH:14][C:15]3[CH2:16][O:17][CH2:18][C:19]=3[CH:20]=[C:21]2[N:8]([CH2:7][CH2:6][C:5]([CH3:45])([CH3:44])[CH2:4][C:3]([OH:46])=[O:2])[CH2:9][CH2:10][CH2:11]1.